This data is from Forward reaction prediction with 1.9M reactions from USPTO patents (1976-2016). The task is: Predict the product of the given reaction. (1) Given the reactants Cl[C:2]1[N:3]=[CH:4][C:5]2[CH:10]=[C:9]([C:11]3[C:16]([Cl:17])=[CH:15][CH:14]=[CH:13][C:12]=3[Cl:18])[N:8]([CH2:19][C@@H:20]3[CH2:25][CH2:24][CH2:23][N:22]([C:26]([O:28][C:29]([CH3:32])([CH3:31])[CH3:30])=[O:27])[CH2:21]3)[C:6]=2[N:7]=1.[OH:33][C:34]1[CH:35]=[C:36]([CH:39]=[CH:40][CH:41]=1)[CH2:37][NH2:38].CCN(C(C)C)C(C)C, predict the reaction product. The product is: [Cl:17][C:16]1[CH:15]=[CH:14][CH:13]=[C:12]([Cl:18])[C:11]=1[C:9]1[N:8]([CH2:19][C@H:20]2[CH2:25][CH2:24][CH2:23][N:22]([C:26]([O:28][C:29]([CH3:32])([CH3:30])[CH3:31])=[O:27])[CH2:21]2)[C:6]2[N:7]=[C:2]([NH:38][CH2:37][C:36]3[CH:39]=[CH:40][CH:41]=[C:34]([OH:33])[CH:35]=3)[N:3]=[CH:4][C:5]=2[CH:10]=1. (2) Given the reactants [OH-].[Na+].[CH2:3]([O:10][C:11]1[C:26]([C:27]2[CH:28]=[N:29][CH:30]=[CH:31][CH:32]=2)=[CH:25][CH:24]=[CH:23][C:12]=1[C:13]([O:15]CC1C=CC=CC=1)=[O:14])[C:4]1[CH:9]=[CH:8][CH:7]=[CH:6][CH:5]=1, predict the reaction product. The product is: [CH2:3]([O:10][C:11]1[C:26]([C:27]2[CH:28]=[N:29][CH:30]=[CH:31][CH:32]=2)=[CH:25][CH:24]=[CH:23][C:12]=1[C:13]([OH:15])=[O:14])[C:4]1[CH:5]=[CH:6][CH:7]=[CH:8][CH:9]=1. (3) Given the reactants [C:1]([C:5]1[CH:9]=[C:8]([NH2:10])[NH:7][N:6]=1)([CH3:4])([CH3:3])[CH3:2].CO[CH:13](OC)[N:14]([CH3:16])[CH3:15], predict the reaction product. The product is: [C:1]([C:5]1[CH:9]=[C:8](/[N:10]=[CH:13]/[N:14]([CH3:16])[CH3:15])[NH:7][N:6]=1)([CH3:4])([CH3:3])[CH3:2].